This data is from Forward reaction prediction with 1.9M reactions from USPTO patents (1976-2016). The task is: Predict the product of the given reaction. (1) Given the reactants C(=O)([O-])[O-].[K+].[K+].[C:7]1([SH:13])[CH:12]=[CH:11][CH:10]=[CH:9][CH:8]=1.CN(C)C=O.Br[CH2:20][C:21]1[CH:30]=[CH:29][C:24]([C:25]([O:27][CH3:28])=[O:26])=[C:23]([N+:31]([O-:33])=[O:32])[CH:22]=1, predict the reaction product. The product is: [N+:31]([C:23]1[CH:22]=[C:21]([CH2:20][S:13][C:7]2[CH:12]=[CH:11][CH:10]=[CH:9][CH:8]=2)[CH:30]=[CH:29][C:24]=1[C:25]([O:27][CH3:28])=[O:26])([O-:33])=[O:32]. (2) Given the reactants [N+:1]([C:4]1[C:12]([NH2:13])=[CH:11][CH:10]=[C:9]2[C:5]=1[CH:6]=[N:7][NH:8]2)([O-])=O, predict the reaction product. The product is: [NH2:1][C:4]1[C:12]([NH2:13])=[CH:11][CH:10]=[C:9]2[C:5]=1[CH:6]=[N:7][NH:8]2. (3) The product is: [NH:1]1[C:6]2=[N:7][CH:8]=[CH:9][C:5]2=[C:4]([N:10]2[CH2:11][CH2:12][CH:13]([NH:16][C:23]([C:20]3[CH:21]=[CH:22][N:17]=[N:18][CH:19]=3)=[O:24])[CH2:14][CH2:15]2)[N:3]=[CH:2]1. Given the reactants [N:1]1[C:6]2[NH:7][CH:8]=[CH:9][C:5]=2[C:4]([N:10]2[CH2:15][CH2:14][CH:13]([NH2:16])[CH2:12][CH2:11]2)=[N:3][CH:2]=1.[N:17]1[CH:22]=[CH:21][C:20]([C:23](O)=[O:24])=[CH:19][N:18]=1.CN(C(ON1N=NC2C=CC=NC1=2)=[N+](C)C)C.F[P-](F)(F)(F)(F)F.C1C=NC2N(O)N=NC=2C=1.CCN(C(C)C)C(C)C, predict the reaction product. (4) Given the reactants Cl.[Cl:2][C:3]1[N:4]=[C:5]([C@@H:19]2[CH2:23][C@H:22]([CH:24]3[CH2:29][CH2:28][N:27]([S:30]([CH3:33])(=[O:32])=[O:31])[CH2:26][CH2:25]3)[CH2:21][NH:20]2)[NH:6][C:7]=1[C:8]1[CH:13]=[CH:12][C:11]([NH:14][C:15](=[O:18])[O:16][CH3:17])=[CH:10][CH:9]=1.[CH3:34][C:35]([O:38][C:39]([NH:41][CH2:42][C@@H:43]1[CH2:48][CH2:47][C@H:46]([C:49](O)=[O:50])[CH2:45][CH2:44]1)=[O:40])([CH3:37])[CH3:36], predict the reaction product. The product is: [Cl:2][C:3]1[N:4]=[C:5]([C@@H:19]2[CH2:23][C@H:22]([CH:24]3[CH2:29][CH2:28][N:27]([S:30]([CH3:33])(=[O:32])=[O:31])[CH2:26][CH2:25]3)[CH2:21][N:20]2[C:49]([C@@H:46]2[CH2:45][CH2:44][C@H:43]([CH2:42][NH:41][C:39](=[O:40])[O:38][C:35]([CH3:36])([CH3:34])[CH3:37])[CH2:48][CH2:47]2)=[O:50])[NH:6][C:7]=1[C:8]1[CH:13]=[CH:12][C:11]([NH:14][C:15]([O:16][CH3:17])=[O:18])=[CH:10][CH:9]=1. (5) Given the reactants [C:1]([C:4]1[CH:5]=[CH:6][C:7]([N:10]2[CH:14]=[CH:13][N:12]=[CH:11]2)=[N:8][CH:9]=1)(=[O:3])[CH3:2].[Br:15][Si](C)(C)C.O.BrN1C(=O)CCC1=O, predict the reaction product. The product is: [Br:15][CH2:2][C:1]([C:4]1[CH:5]=[CH:6][C:7]([N:10]2[CH:14]=[CH:13][N:12]=[CH:11]2)=[N:8][CH:9]=1)=[O:3]. (6) Given the reactants [NH2:1][C:2]([NH:4][C:5]1[CH:9]=[C:8]([C:10]2[CH:15]=[CH:14][CH:13]=[C:12]([OH:16])[CH:11]=2)[S:7][C:6]=1[C:17]([NH2:19])=[O:18])=[O:3].Cl[CH2:21][CH2:22][N:23]([CH3:25])[CH3:24], predict the reaction product. The product is: [NH2:1][C:2]([NH:4][C:5]1[CH:9]=[C:8]([C:10]2[CH:15]=[CH:14][CH:13]=[C:12]([O:16][CH2:21][CH2:22][N:23]([CH3:25])[CH3:24])[CH:11]=2)[S:7][C:6]=1[C:17]([NH2:19])=[O:18])=[O:3]. (7) Given the reactants [O-]CC.[K+].[C:5]([O:12][CH2:13][CH3:14])(=[O:11])[C:6]([O:8]CC)=O.[CH3:15][C:16]1[CH:21]=[C:20]([CH3:22])[C:19]([N+:23]([O-:25])=[O:24])=[CH:18][N:17]=1, predict the reaction product. The product is: [CH2:13]([O:12][C:5](=[O:11])[C:6](=[O:8])[CH2:22][C:20]1[C:19]([N+:23]([O-:25])=[O:24])=[CH:18][N:17]=[C:16]([CH3:15])[CH:21]=1)[CH3:14].